This data is from NCI-60 drug combinations with 297,098 pairs across 59 cell lines. The task is: Regression. Given two drug SMILES strings and cell line genomic features, predict the synergy score measuring deviation from expected non-interaction effect. (1) Drug 1: CN(C)C1=NC(=NC(=N1)N(C)C)N(C)C. Drug 2: C1=CC(=CC=C1C#N)C(C2=CC=C(C=C2)C#N)N3C=NC=N3. Cell line: HL-60(TB). Synergy scores: CSS=-10.6, Synergy_ZIP=1.06, Synergy_Bliss=-9.34, Synergy_Loewe=-10.2, Synergy_HSA=-12.9. (2) Drug 1: C(=O)(N)NO. Drug 2: CC(C)NC(=O)C1=CC=C(C=C1)CNNC.Cl. Cell line: HOP-92. Synergy scores: CSS=3.89, Synergy_ZIP=-2.93, Synergy_Bliss=-3.35, Synergy_Loewe=-2.04, Synergy_HSA=-1.59. (3) Drug 1: C1CN1P(=S)(N2CC2)N3CC3. Drug 2: CC12CCC3C(C1CCC2OP(=O)(O)O)CCC4=C3C=CC(=C4)OC(=O)N(CCCl)CCCl.[Na+]. Cell line: RXF 393. Synergy scores: CSS=2.18, Synergy_ZIP=-2.60, Synergy_Bliss=-5.64, Synergy_Loewe=-9.34, Synergy_HSA=-7.80. (4) Drug 1: CCN(CC)CCNC(=O)C1=C(NC(=C1C)C=C2C3=C(C=CC(=C3)F)NC2=O)C. Drug 2: C(=O)(N)NO. Cell line: NCI-H522. Synergy scores: CSS=2.09, Synergy_ZIP=-0.925, Synergy_Bliss=-0.166, Synergy_Loewe=0.0788, Synergy_HSA=-0.0853. (5) Drug 1: CN1CCC(CC1)COC2=C(C=C3C(=C2)N=CN=C3NC4=C(C=C(C=C4)Br)F)OC. Drug 2: C1CN(P(=O)(OC1)NCCCl)CCCl. Cell line: SK-MEL-5. Synergy scores: CSS=-2.97, Synergy_ZIP=8.11, Synergy_Bliss=2.13, Synergy_Loewe=-2.56, Synergy_HSA=-2.98.